From a dataset of Catalyst prediction with 721,799 reactions and 888 catalyst types from USPTO. Predict which catalyst facilitates the given reaction. (1) Reactant: [CH3:1][CH:2]([CH3:7])[CH2:3][C:4](=O)[CH3:5].Cl.[Cl:9][C:10]1[CH:23]=[C:22]([O:24][CH2:25][CH:26]=[C:27]([Cl:29])[Cl:28])[CH:21]=[C:20]([Cl:30])[C:11]=1[O:12][CH2:13][CH2:14][CH2:15][CH2:16][CH2:17][O:18][NH2:19].C(O)(=O)CC(CC(O)=O)(C(O)=O)O. Product: [Cl:9][C:10]1[CH:23]=[C:22]([O:24][CH2:25][CH:26]=[C:27]([Cl:29])[Cl:28])[CH:21]=[C:20]([Cl:30])[C:11]=1[O:12][CH2:13][CH2:14][CH2:15][CH2:16][CH2:17][O:18][N:19]=[C:4]([CH2:3][CH:2]([CH3:7])[CH3:1])[CH3:5]. The catalyst class is: 17. (2) Reactant: CC(C)([O-])C.[K+].[Cl:7][C:8]1[C:13]([F:14])=[CH:12][CH:11]=[C:10]([Cl:15])[C:9]=1[C:16](=[O:18])[CH3:17].[H][H]. Product: [Cl:7][C:8]1[C:13]([F:14])=[CH:12][CH:11]=[C:10]([Cl:15])[C:9]=1[C@@H:16]([OH:18])[CH3:17]. The catalyst class is: 41. (3) Reactant: Cl.[CH2:2]([C:5]1[N:10]=[CH:9][C:8]([NH2:11])=[C:7]([NH2:12])[CH:6]=1)[CH2:3][CH3:4].N1C=CC=CC=1.[CH3:19][C:20](OC(C)=O)=[O:21].C([O-])(O)=O.[Na+]. Product: [NH2:12][C:7]1[CH:6]=[C:5]([CH2:2][CH2:3][CH3:4])[N:10]=[CH:9][C:8]=1[NH:11][C:20](=[O:21])[CH3:19]. The catalyst class is: 59. (4) Reactant: O[N:2]=[CH:3][C:4]1[CH:9]=[CH:8][N:7]2[C:10]([C:13]3[CH:14]=[C:15]([C:19]4[C:20]([C:25]#[N:26])=[CH:21][CH:22]=[CH:23][CH:24]=4)[CH:16]=[CH:17][CH:18]=3)=[CH:11][N:12]=[C:6]2[CH:5]=1.C(N(CC)CC)C.C(N1C=CN=C1)(N1C=CN=C1)=O. Product: [NH3:2].[C:25]([C:20]1[CH:21]=[CH:22][CH:23]=[CH:24][C:19]=1[C:15]1[CH:16]=[CH:17][CH:18]=[C:13]([C:10]2[N:7]3[CH:8]=[CH:9][C:4]([C:3]#[N:2])=[CH:5][C:6]3=[N:12][CH:11]=2)[CH:14]=1)#[N:26]. The catalyst class is: 4. (5) Reactant: [H-].[Na+].[CH3:3][O:4][C:5]1[CH:12]=[CH:11][C:8]([CH2:9]Cl)=[CH:7][CH:6]=1.[OH2:13]. Product: [CH3:3][O:4][C:5]1[CH:12]=[CH:11][C:8]([CH2:9][O:13][CH2:9][CH2:8][CH2:7][CH2:6][CH2:5][OH:4])=[CH:7][CH:6]=1. The catalyst class is: 11. (6) Reactant: Br[C:2]1[C:3](=[O:12])[NH:4][C:5]2[C:10]([CH:11]=1)=[CH:9][CH:8]=[CH:7][CH:6]=2.[H-].[Na+].C([Li])(C)(C)C.[C:20]([O:24][C:25]([N:27]1[CH2:32][CH2:31][C:30](=[O:33])[CH2:29][CH2:28]1)=[O:26])([CH3:23])([CH3:22])[CH3:21]. Product: [OH:33][C:30]1([C:2]2[C:3](=[O:12])[NH:4][C:5]3[C:10]([CH:11]=2)=[CH:9][CH:8]=[CH:7][CH:6]=3)[CH2:29][CH2:28][N:27]([C:25]([O:24][C:20]([CH3:23])([CH3:22])[CH3:21])=[O:26])[CH2:32][CH2:31]1. The catalyst class is: 7. (7) Reactant: [Br:1][CH2:2][C:3](=[O:11])[C:4](=[N:8][O:9][CH3:10])[C:5](O)=[O:6].P(Cl)(Cl)(Cl)(Cl)[Cl:13]. Product: [Br:1][CH2:2][C:3](=[O:11])[C:4](=[N:8][O:9][CH3:10])[C:5]([Cl:13])=[O:6]. The catalyst class is: 2. (8) The catalyst class is: 49. Reactant: [H-].[H-].[H-].[H-].[Li+].[Al+3].[NH2:7][C:8]1[CH:9]=[N:10][N:11]([CH:13]2[CH2:17][CH2:16][N:15]([C:18](OC(C)(C)C)=O)[CH2:14]2)[CH:12]=1. Product: [CH3:18][N:15]1[CH2:16][CH2:17][CH:13]([N:11]2[CH:12]=[C:8]([NH2:7])[CH:9]=[N:10]2)[CH2:14]1. (9) Reactant: COC[O:4][C:5]1[CH:14]=[CH:13][C:8]([C:9]([O:11][CH3:12])=[O:10])=[CH:7][C:6]=1[O:15][C:16]([F:19])([F:18])[F:17].FC(F)(F)C(O)=O.O. Product: [OH:4][C:5]1[CH:14]=[CH:13][C:8]([C:9]([O:11][CH3:12])=[O:10])=[CH:7][C:6]=1[O:15][C:16]([F:17])([F:18])[F:19]. The catalyst class is: 22. (10) Reactant: [CH3:1][C:2]1([CH3:32])[CH2:7][C:6]([C:8]2[S:16][C:15]3[C:14]([N:17]4[CH2:22][CH2:21][N:20](C(OC(C)(C)C)=O)[CH2:19][CH2:18]4)=[N:13][CH:12]=[N:11][C:10]=3[CH:9]=2)=[CH:5][C:4]([CH3:31])([CH3:30])[NH:3]1.[ClH:33]. Product: [ClH:33].[N:17]1([C:14]2[C:15]3[S:16][C:8]([C:6]4[CH2:7][C:2]([CH3:32])([CH3:1])[NH:3][C:4]([CH3:31])([CH3:30])[CH:5]=4)=[CH:9][C:10]=3[N:11]=[CH:12][N:13]=2)[CH2:18][CH2:19][NH:20][CH2:21][CH2:22]1. The catalyst class is: 880.